Dataset: Reaction yield outcomes from USPTO patents with 853,638 reactions. Task: Predict the reaction yield, written as a fraction of the theoretical maximum amount of product (1.0 means a 100% yield; for example, 0.34 means a 34% yield). (1) The reactants are [F:1][C:2]1[C:3]([CH:11]=[O:12])=[CH:4][C:5]2[O:9][CH2:8][O:7][C:6]=2[CH:10]=1.[BH4-].[Na+]. The catalyst is CO.CCOC(C)=O. The product is [F:1][C:2]1[C:3]([CH2:11][OH:12])=[CH:4][C:5]2[O:9][CH2:8][O:7][C:6]=2[CH:10]=1. The yield is 0.920. (2) The reactants are [Br:1][C:2]1[CH:10]=[C:9]([F:11])[C:5]([C:6]([NH2:8])=O)=[C:4]([F:12])[CH:3]=1.N1C(Cl)=NC(Cl)=NC=1Cl.O. The catalyst is CN(C=O)C. The product is [Br:1][C:2]1[CH:3]=[C:4]([F:12])[C:5]([C:6]#[N:8])=[C:9]([F:11])[CH:10]=1. The yield is 0.869. (3) The catalyst is CN(C=O)C. The yield is 0.0840. The product is [CH3:15][N:5]1[CH2:4][C:3]2[C:7](=[C:8]([N+:11]([O-:13])=[O:12])[CH:9]=[CH:10][C:2]=2[N:16]2[CH2:25][CH2:24][CH:19]([C:20]([O:22][CH3:23])=[O:21])[CH2:18][CH2:17]2)[C:6]1=[O:14]. The reactants are Br[C:2]1[CH:10]=[CH:9][C:8]([N+:11]([O-:13])=[O:12])=[C:7]2[C:3]=1[CH2:4][N:5]([CH3:15])[C:6]2=[O:14].[NH:16]1[CH2:25][CH2:24][CH:19]([C:20]([O:22][CH3:23])=[O:21])[CH2:18][CH2:17]1.CCN(C(C)C)C(C)C. (4) The reactants are [Cl:1][C:2]1[CH:3]=[CH:4][C:5](COC2C=CC(F)=CC=2F)=[C:6]([CH:21]=1)[C:7]([NH:9][C@H:10]([C:12]1[CH:20]=[CH:19][C:15]([C:16]([OH:18])=[O:17])=[CH:14][CH:13]=1)[CH3:11])=[O:8].[F:32][C:33]1[CH:38]=[CH:37][CH:36]=[C:35]([F:39])[C:34]=1[CH2:40][CH2:41][OH:42].[C:43]1(P(C2C=CC=CC=2)C2C=CC=CC=2)C=CC=CC=1.N(C(OC(C)(C)C)=O)=NC(OC(C)(C)C)=O. The catalyst is O1CCCC1. The product is [Cl:1][C:2]1[CH:3]=[CH:4][C:5]([O:42][CH2:41][CH2:40][C:34]2[C:33]([F:32])=[CH:38][CH:37]=[CH:36][C:35]=2[F:39])=[C:6]([CH:21]=1)[C:7]([NH:9][C@H:10]([C:12]1[CH:13]=[CH:14][C:15]([C:16]([O:18][CH3:43])=[O:17])=[CH:19][CH:20]=1)[CH3:11])=[O:8]. The yield is 0.840. (5) The reactants are [F:1][C:2]1[CH:17]=[CH:16][C:5]2[N:6]([CH2:11][C@H:12]([CH3:15])[CH2:13]I)[C:7](=[O:10])[CH2:8][O:9][C:4]=2[CH:3]=1.[CH2:18]([CH:22]1[CH2:28][CH:27]2[NH:29][CH:24]([CH2:25][CH2:26]2)[CH2:23]1)[CH2:19][CH2:20][CH3:21]. The catalyst is CC#N. The product is [CH2:18]([CH:22]1[CH2:23][CH:24]2[N:29]([CH2:13][C@@H:12]([CH3:15])[CH2:11][N:6]3[C:5]4[CH:16]=[CH:17][C:2]([F:1])=[CH:3][C:4]=4[O:9][CH2:8][C:7]3=[O:10])[CH:27]([CH2:26][CH2:25]2)[CH2:28]1)[CH2:19][CH2:20][CH3:21]. The yield is 0.330. (6) The reactants are [CH:1]1([C:6]2[CH:11]=[C:10]([C:12]3[C:24]4[C:23]([CH3:25])=[C:22]([CH3:26])[S:21][C:20]=4[CH:19]=[C:18]4[C:13]=3[CH:14]=[CH:15][CH:16]=[CH:17]4)[CH:9]=[CH:8][C:7]=2[OH:27])[CH2:5][CH2:4][CH2:3][CH2:2]1.[C:28](OC(=O)C)(=[O:30])[CH3:29].Cl. The catalyst is N1C=CC=CC=1. The product is [CH:1]1([C:6]2[CH:11]=[C:10]([C:12]3[C:24]4[C:23]([CH3:25])=[C:22]([CH3:26])[S:21][C:20]=4[CH:19]=[C:18]4[C:13]=3[CH:14]=[CH:15][CH:16]=[CH:17]4)[CH:9]=[CH:8][C:7]=2[O:27][C:28](=[O:30])[CH3:29])[CH2:2][CH2:3][CH2:4][CH2:5]1. The yield is 0.980. (7) The reactants are [H-].[Al+3].[Li+].[H-].[H-].[H-].[CH3:7][N:8]1[C:12]([CH3:13])=[CH:11][C:10]([C:14](O)=[O:15])=[N:9]1.C(OCC)(=O)C. The catalyst is C1COCC1. The product is [CH3:7][N:8]1[C:12]([CH3:13])=[CH:11][C:10]([CH2:14][OH:15])=[N:9]1. The yield is 0.510. (8) The reactants are [N:1]1[N:9]2[C:4]([CH2:5][O:6][CH2:7][CH2:8]2)=[CH:3][C:2]=1[C:10](OCC)=[O:11].[H-].[Al+3].[Li+].[H-].[H-].[H-].O.S([O-])([O-])(=O)=O.[Mg+2]. The catalyst is C1COCC1. The product is [N:1]1[N:9]2[C:4]([CH2:5][O:6][CH2:7][CH2:8]2)=[CH:3][C:2]=1[CH2:10][OH:11]. The yield is 0.950.